From a dataset of NCI-60 drug combinations with 297,098 pairs across 59 cell lines. Regression. Given two drug SMILES strings and cell line genomic features, predict the synergy score measuring deviation from expected non-interaction effect. Drug 1: COC1=CC(=CC(=C1O)OC)C2C3C(COC3=O)C(C4=CC5=C(C=C24)OCO5)OC6C(C(C7C(O6)COC(O7)C8=CC=CS8)O)O. Drug 2: CC1=C(C(=CC=C1)Cl)NC(=O)C2=CN=C(S2)NC3=CC(=NC(=N3)C)N4CCN(CC4)CCO. Cell line: M14. Synergy scores: CSS=19.2, Synergy_ZIP=10.9, Synergy_Bliss=9.16, Synergy_Loewe=-2.85, Synergy_HSA=-3.01.